This data is from Full USPTO retrosynthesis dataset with 1.9M reactions from patents (1976-2016). The task is: Predict the reactants needed to synthesize the given product. (1) The reactants are: O=[C:2]1[CH2:7][CH2:6][N:5]([C:8]([O:10][CH2:11][C:12]2[CH:17]=[CH:16][CH:15]=[CH:14][CH:13]=2)=[O:9])[CH2:4][CH2:3]1.[Br:18][C:19]1[CH:25]=[CH:24][C:22]([NH2:23])=[CH:21][CH:20]=1.[BH-](OC(C)=O)(OC(C)=O)OC(C)=O.[Na+]. Given the product [Br:18][C:19]1[CH:25]=[CH:24][C:22]([NH:23][CH:2]2[CH2:7][CH2:6][N:5]([C:8]([O:10][CH2:11][C:12]3[CH:17]=[CH:16][CH:15]=[CH:14][CH:13]=3)=[O:9])[CH2:4][CH2:3]2)=[CH:21][CH:20]=1, predict the reactants needed to synthesize it. (2) Given the product [O:38]=[C:34]1[CH:33]=[C:32]([O:31][CH2:30][C:27]2[N:28]=[N:29][C:24]([C:23]([F:40])([F:39])[F:22])=[CH:25][CH:26]=2)[CH:37]=[CH:36][N:35]1[C:2]1[CH:7]=[CH:6][C:5]2[C:8]3[CH2:9][N:10]([C:15]([O:17][C:18]([CH3:21])([CH3:20])[CH3:19])=[O:16])[CH2:11][CH2:12][C:13]=3[O:14][C:4]=2[CH:3]=1, predict the reactants needed to synthesize it. The reactants are: Br[C:2]1[CH:7]=[CH:6][C:5]2[C:8]3[CH2:9][N:10]([C:15]([O:17][C:18]([CH3:21])([CH3:20])[CH3:19])=[O:16])[CH2:11][CH2:12][C:13]=3[O:14][C:4]=2[CH:3]=1.[F:22][C:23]([F:40])([F:39])[C:24]1[N:29]=[N:28][C:27]([CH2:30][O:31][C:32]2[CH:37]=[CH:36][NH:35][C:34](=[O:38])[CH:33]=2)=[CH:26][CH:25]=1. (3) Given the product [C:1]([N:4]1[CH2:10][CH2:9][CH2:8][CH2:7][C:6]2[N:11]=[C:12]([C:14]3[CH:15]=[CH:16][C:17]([O:20][CH2:28][CH2:29][CH2:30][Cl:31])=[CH:18][CH:19]=3)[S:13][C:5]1=2)(=[O:3])[CH3:2], predict the reactants needed to synthesize it. The reactants are: [C:1]([N:4]1[CH2:10][CH2:9][CH2:8][CH2:7][C:6]2[N:11]=[C:12]([C:14]3[CH:19]=[CH:18][C:17]([OH:20])=[CH:16][CH:15]=3)[S:13][C:5]1=2)(=[O:3])[CH3:2].C(=O)([O-])[O-].[K+].[K+].Br[CH2:28][CH2:29][CH2:30][Cl:31]. (4) Given the product [NH2:20][C:18]1[S:19][CH:2]=[C:3]([CH:5]2[CH2:9][CH2:8][CH2:7][N:6]2[C:10]([O:12][C:13]([CH3:16])([CH3:15])[CH3:14])=[O:11])[N:17]=1, predict the reactants needed to synthesize it. The reactants are: Cl[CH2:2][C:3]([CH:5]1[CH2:9][CH2:8][CH2:7][N:6]1[C:10]([O:12][C:13]([CH3:16])([CH3:15])[CH3:14])=[O:11])=O.[NH2:17][C:18]([NH2:20])=[S:19]. (5) Given the product [F:19][C:2]([F:1])([F:18])[C:3]1[CH:4]=[C:5]([C:13]2[N:14]=[N:15][N:16]([CH2:29][C:22](=[CH2:21])[C:23]([O:25][CH:26]([CH3:28])[CH3:27])=[O:24])[N:17]=2)[CH:6]=[C:7]([C:9]([F:10])([F:12])[F:11])[CH:8]=1, predict the reactants needed to synthesize it. The reactants are: [F:1][C:2]([F:19])([F:18])[C:3]1[CH:4]=[C:5]([C:13]2[N:14]=[N:15][NH:16][N:17]=2)[CH:6]=[C:7]([C:9]([F:12])([F:11])[F:10])[CH:8]=1.Br[CH2:21][C:22](=[CH2:29])[C:23]([O:25][CH:26]([CH3:28])[CH3:27])=[O:24].